Dataset: Full USPTO retrosynthesis dataset with 1.9M reactions from patents (1976-2016). Task: Predict the reactants needed to synthesize the given product. Given the product [Br:2][C:3]1[CH:8]=[C:7]2[C:6](=[CH:5][CH:4]=1)[O:9][C:11]1[N:19]=[CH:18][CH:17]=[CH:16][C:12]=1[C:13]2=[O:14], predict the reactants needed to synthesize it. The reactants are: [Na].[Br:2][C:3]1[CH:8]=[CH:7][C:6]([OH:9])=[CH:5][CH:4]=1.Cl[C:11]1[N:19]=[CH:18][CH:17]=[CH:16][C:12]=1[C:13](O)=[O:14].